From a dataset of NCI-60 drug combinations with 297,098 pairs across 59 cell lines. Regression. Given two drug SMILES strings and cell line genomic features, predict the synergy score measuring deviation from expected non-interaction effect. (1) Drug 1: C1=CC(=CC=C1CCC2=CNC3=C2C(=O)NC(=N3)N)C(=O)NC(CCC(=O)O)C(=O)O. Drug 2: CC1CCC2CC(C(=CC=CC=CC(CC(C(=O)C(C(C(=CC(C(=O)CC(OC(=O)C3CCCCN3C(=O)C(=O)C1(O2)O)C(C)CC4CCC(C(C4)OC)OCCO)C)C)O)OC)C)C)C)OC. Cell line: PC-3. Synergy scores: CSS=55.2, Synergy_ZIP=1.34, Synergy_Bliss=-1.14, Synergy_Loewe=4.23, Synergy_HSA=6.00. (2) Drug 1: CC1=C(C(CCC1)(C)C)C=CC(=CC=CC(=CC(=O)O)C)C. Drug 2: C1=NC2=C(N1)C(=S)N=CN2. Cell line: OVCAR-5. Synergy scores: CSS=18.0, Synergy_ZIP=-6.11, Synergy_Bliss=-2.76, Synergy_Loewe=-10.8, Synergy_HSA=-0.645. (3) Drug 1: CC1=C(C=C(C=C1)C(=O)NC2=CC(=CC(=C2)C(F)(F)F)N3C=C(N=C3)C)NC4=NC=CC(=N4)C5=CN=CC=C5. Drug 2: CC1=C(C(=O)C2=C(C1=O)N3CC4C(C3(C2COC(=O)N)OC)N4)N. Cell line: UACC-257. Synergy scores: CSS=13.5, Synergy_ZIP=-4.63, Synergy_Bliss=-1.10, Synergy_Loewe=-8.49, Synergy_HSA=0.657. (4) Drug 1: C1CCN(CC1)CCOC2=CC=C(C=C2)C(=O)C3=C(SC4=C3C=CC(=C4)O)C5=CC=C(C=C5)O. Drug 2: CC1C(C(CC(O1)OC2CC(OC(C2O)C)OC3=CC4=CC5=C(C(=O)C(C(C5)C(C(=O)C(C(C)O)O)OC)OC6CC(C(C(O6)C)O)OC7CC(C(C(O7)C)O)OC8CC(C(C(O8)C)O)(C)O)C(=C4C(=C3C)O)O)O)O. Cell line: HCT-15. Synergy scores: CSS=4.83, Synergy_ZIP=2.67, Synergy_Bliss=7.19, Synergy_Loewe=-0.162, Synergy_HSA=1.90.